Task: Predict which catalyst facilitates the given reaction.. Dataset: Catalyst prediction with 721,799 reactions and 888 catalyst types from USPTO Reactant: [CH3:1][O:2][C:3](=[O:11])[C:4]1[CH:9]=[CH:8][CH:7]=[N:6][C:5]=1F.Cl.[F:13][C:14]1([F:19])[CH2:17][CH:16]([NH2:18])[CH2:15]1.C(N(CC)CC)C.CN(C=O)C. Product: [F:13][C:14]1([F:19])[CH2:17][CH:16]([NH:18][C:5]2[N:6]=[CH:7][CH:8]=[CH:9][C:4]=2[C:3]([O:2][CH3:1])=[O:11])[CH2:15]1. The catalyst class is: 25.